Dataset: Full USPTO retrosynthesis dataset with 1.9M reactions from patents (1976-2016). Task: Predict the reactants needed to synthesize the given product. (1) The reactants are: [I:1][C:2]1[CH:8]=[CH:7][C:6]([C:9]([F:12])([F:11])[F:10])=[CH:5][C:3]=1[NH2:4].[N:13]([O-])=O.[Na+].[H+].[B-:18]([F:22])([F:21])([F:20])[F:19]. Given the product [F:19][B-:18]([F:22])([F:21])[F:20].[I:1][C:2]1[CH:8]=[CH:7][C:6]([C:9]([F:10])([F:11])[F:12])=[CH:5][C:3]=1[N+:4]#[N:13], predict the reactants needed to synthesize it. (2) Given the product [CH3:4][O:5][CH2:6][C:7]1[O:11][N:10]=[C:9]([C:12]([NH:2][NH2:3])=[O:14])[CH:8]=1, predict the reactants needed to synthesize it. The reactants are: O.[NH2:2][NH2:3].[CH3:4][O:5][CH2:6][C:7]1[O:11][N:10]=[C:9]([C:12]([O:14]CC)=O)[CH:8]=1. (3) Given the product [F:22][C:23]1[CH:30]=[CH:29][C:26]([CH2:27][N:18]2[C:19]3[C:15](=[CH:14][C:13]([O:12][CH2:11][CH2:10][C:7]4[CH:8]=[CH:9][C:4]([F:3])=[CH:5][CH:6]=4)=[CH:21][CH:20]=3)[CH:16]=[CH:17]2)=[CH:25][CH:24]=1, predict the reactants needed to synthesize it. The reactants are: [H-].[Na+].[F:3][C:4]1[CH:9]=[CH:8][C:7]([CH2:10][CH2:11][O:12][C:13]2[CH:14]=[C:15]3[C:19](=[CH:20][CH:21]=2)[NH:18][CH:17]=[CH:16]3)=[CH:6][CH:5]=1.[F:22][C:23]1[CH:30]=[CH:29][C:26]([CH2:27]Br)=[CH:25][CH:24]=1. (4) Given the product [OH:3][CH2:4][CH:5]([CH2:6][OH:7])[CH2:8][CH2:9][N:10]1[CH:17]=[C:16]([CH3:18])[C:14](=[O:15])[NH:13][C:11]1=[O:12], predict the reactants needed to synthesize it. The reactants are: CC1(C)[O:7][CH2:6][CH:5]([CH2:8][CH2:9][N:10]2[CH:17]=[C:16]([CH3:18])[C:14](=[O:15])[NH:13][C:11]2=[O:12])[CH2:4][O:3]1.[OH-].[Na+]. (5) Given the product [ClH:1].[NH2:27][C@@H:23]([CH2:24][CH2:25][CH3:26])[C:22]([NH:21][C:19]1[S:20][C:16]([C:11]2[CH:12]=[CH:13][CH:14]=[CH:15][C:10]=2[CH2:9][O:2][C:3]2[CH:8]=[CH:7][CH:6]=[CH:5][CH:4]=2)=[CH:17][N:18]=1)=[O:35], predict the reactants needed to synthesize it. The reactants are: [ClH:1].[O:2]([CH2:9][C:10]1[CH:15]=[CH:14][CH:13]=[CH:12][C:11]=1[C:16]1[S:20][C:19]([NH:21][C:22](=[O:35])[C@@H:23]([NH:27]C(=O)OC(C)(C)C)[CH2:24][CH2:25][CH3:26])=[N:18][CH:17]=1)[C:3]1[CH:8]=[CH:7][CH:6]=[CH:5][CH:4]=1.